From a dataset of Full USPTO retrosynthesis dataset with 1.9M reactions from patents (1976-2016). Predict the reactants needed to synthesize the given product. (1) Given the product [Br:1][C:2]1[CH:3]=[C:4]2[C:9](=[CH:10][CH:11]=1)[C:8](=[O:12])[NH:7][CH:6]=[C:5]2[Cl:20], predict the reactants needed to synthesize it. The reactants are: [Br:1][C:2]1[CH:3]=[C:4]2[C:9](=[CH:10][CH:11]=1)[C:8](=[O:12])[NH:7][CH:6]=[CH:5]2.C1C(=O)N([Cl:20])C(=O)C1.O. (2) Given the product [NH2:1][C:2]1[CH:9]=[CH:8][C:5]([CH:6]=[N:12][OH:11])=[CH:4][CH:3]=1, predict the reactants needed to synthesize it. The reactants are: [NH2:1][C:2]1[CH:9]=[CH:8][C:5]([CH:6]=O)=[CH:4][CH:3]=1.Cl.[OH:11][NH2:12].CC([O-])=O.[Na+]. (3) The reactants are: [ClH:1].Cl.[NH2:3][C@H:4]1[CH2:9][CH2:8][C@H:7]([CH2:10][CH2:11][N:12]2[CH2:16][C@H:15]3[C:17]4[CH:18]=[C:19]([C:25]#[N:26])[CH:20]=[CH:21][C:22]=4[O:23][CH2:24][C@@H:14]3[CH2:13]2)[CH2:6][CH2:5]1.[Cl:27][C:28]1[N:33]=[CH:32][CH:31]=[CH:30][N:29]=1.C(=O)([O-])[O-].[Na+].[Na+].Cl. Given the product [ClH:27].[ClH:1].[N:29]1[CH:30]=[CH:31][CH:32]=[N:33][C:28]=1[NH:3][C@H:4]1[CH2:9][CH2:8][C@H:7]([CH2:10][CH2:11][N:12]2[CH2:16][C@H:15]3[C:17]4[CH:18]=[C:19]([C:25]#[N:26])[CH:20]=[CH:21][C:22]=4[O:23][CH2:24][C@@H:14]3[CH2:13]2)[CH2:6][CH2:5]1, predict the reactants needed to synthesize it. (4) The reactants are: [C:1]1([CH2:7][CH2:8][CH2:9][CH:10]([NH:20][C:21](=[O:46])[C@H:22]([CH2:39][C:40]2[CH:41]=[N:42][CH:43]=[CH:44][CH:45]=2)[NH:23][C:24]([CH:26]2[CH2:31][CH2:30][N:29](C(OC(C)(C)C)=O)[CH2:28][CH2:27]2)=[O:25])[CH2:11][CH2:12][CH2:13][C:14]2[CH:19]=[CH:18][CH:17]=[CH:16][CH:15]=2)[CH:6]=[CH:5][CH:4]=[CH:3][CH:2]=1.FC(F)(F)C(O)=O. Given the product [C:14]1([CH2:13][CH2:12][CH2:11][CH:10]([NH:20][C:21](=[O:46])[C@H:22]([CH2:39][C:40]2[CH:41]=[N:42][CH:43]=[CH:44][CH:45]=2)[NH:23][C:24]([CH:26]2[CH2:31][CH2:30][NH:29][CH2:28][CH2:27]2)=[O:25])[CH2:9][CH2:8][CH2:7][C:1]2[CH:6]=[CH:5][CH:4]=[CH:3][CH:2]=2)[CH:15]=[CH:16][CH:17]=[CH:18][CH:19]=1, predict the reactants needed to synthesize it. (5) Given the product [ClH:23].[Cl:23][C:22]1[C:13]([NH:12][C:10]([C:7]2([CH:1]3[CH2:2][CH2:3][CH2:4][CH2:5][CH2:6]3)[CH2:9][CH2:8]2)=[O:11])=[C:14]2[C:19](=[CH:20][CH:21]=1)[N:18]=[C:17]([N:30]([CH3:32])[CH2:29][CH2:28][CH2:27][NH:26][CH3:31])[CH:16]=[CH:15]2, predict the reactants needed to synthesize it. The reactants are: [CH:1]1([C:7]2([C:10]([NH:12][C:13]3[C:22]([Cl:23])=[CH:21][CH:20]=[C:19]4[C:14]=3[CH:15]=[CH:16][C:17](Cl)=[N:18]4)=[O:11])[CH2:9][CH2:8]2)[CH2:6][CH2:5][CH2:4][CH2:3][CH2:2]1.C[N:26]([CH3:31])[CH2:27][CH2:28][CH2:29][NH2:30].[C:32](#N)C. (6) Given the product [CH2:20]([O:19][C:18]1[CH:17]=[CH:16][C:12]([C:13]([NH2:15])=[O:14])=[CH:11][C:10]=1[C:9]([NH:8][C:5]1[CH:6]=[CH:7][C:2]([Cl:1])=[CH:3][CH:4]=1)=[O:21])[C:23]#[C:24][CH3:25], predict the reactants needed to synthesize it. The reactants are: [Cl:1][C:2]1[CH:7]=[CH:6][C:5]([NH:8][C:9](=[O:21])[C:10]2[CH:11]=[C:12]([CH:16]=[CH:17][C:18]=2[O:19][CH3:20])[C:13]([NH2:15])=[O:14])=[CH:4][CH:3]=1.Br[CH2:23][C:24]#[C:25]C. (7) Given the product [C:42]1([B-:29]([C:23]2[CH:24]=[CH:25][CH:26]=[CH:27][CH:28]=2)([C:30]2[CH:31]=[CH:32][CH:33]=[CH:34][CH:35]=2)[C:36]2[CH:41]=[CH:40][CH:39]=[CH:38][CH:37]=2)[CH:43]=[CH:44][CH:45]=[CH:46][CH:47]=1.[C:2]([NH:15][CH2:16][CH2:17][CH2:18][N+:19]([CH3:22])([CH3:21])[CH3:20])(=[O:14])[CH2:3][CH2:4][CH2:5][CH2:6][CH2:7][CH2:8][CH2:9][CH2:10][CH2:11][CH2:12][CH3:13], predict the reactants needed to synthesize it. The reactants are: [I-].[C:2]([NH:15][CH2:16][CH2:17][CH2:18][N+:19]([CH3:22])([CH3:21])[CH3:20])(=[O:14])[CH2:3][CH2:4][CH2:5][CH2:6][CH2:7][CH2:8][CH2:9][CH2:10][CH2:11][CH2:12][CH3:13].[C:23]1([B-:29]([C:42]2[CH:47]=[CH:46][CH:45]=[CH:44][CH:43]=2)([C:36]2[CH:41]=[CH:40][CH:39]=[CH:38][CH:37]=2)[C:30]2[CH:35]=[CH:34][CH:33]=[CH:32][CH:31]=2)[CH:28]=[CH:27][CH:26]=[CH:25][CH:24]=1.[Na+]. (8) The reactants are: [O:1]=[C:2]1[CH:11]=[N:10][C:9]2[C:4](=[CH:5][CH:6]=[C:7]([C:12]([OH:14])=O)[CH:8]=2)[NH:3]1.[CH2:15]1[C@H:24]2[C@H:19]([CH2:20][CH2:21][C:22]3[CH:28]=[CH:27][CH:26]=[CH:25][C:23]=32)[NH:18][CH2:17][CH2:16]1.F[P-](F)(F)(F)(F)F.N1(OC(N(C)C)=[N+](C)C)C2N=CC=CC=2N=N1. Given the product [CH2:15]1[C@H:24]2[C@H:19]([CH2:20][CH2:21][C:22]3[CH:28]=[CH:27][CH:26]=[CH:25][C:23]=32)[N:18]([C:12]([C:7]2[CH:8]=[C:9]3[C:4](=[CH:5][CH:6]=2)[NH:3][C:2](=[O:1])[CH:11]=[N:10]3)=[O:14])[CH2:17][CH2:16]1, predict the reactants needed to synthesize it. (9) Given the product [Cl:46][C:43]1[CH:44]=[CH:45][C:40]([CH:16]([C:13]2[CH:12]=[CH:11][C:10]([Cl:9])=[CH:15][CH:14]=2)[C:17]2[CH:18]=[C:19]3[C:24](=[CH:25][CH:26]=2)[N:23]=[C:22]([O:5][CH2:4][CH2:3][CH2:2][CH2:1][OH:6])[N:21]=[C:20]3[NH:28][CH2:29][C:30]2[CH:35]=[CH:34][CH:33]=[C:32]([C:36]([F:39])([F:38])[F:37])[CH:31]=2)=[CH:41][CH:42]=1, predict the reactants needed to synthesize it. The reactants are: [CH2:1]([OH:6])[CH2:2][CH2:3][CH2:4][OH:5].[H-].[Na+].[Cl:9][C:10]1[CH:15]=[CH:14][C:13]([CH:16]([C:40]2[CH:45]=[CH:44][C:43]([Cl:46])=[CH:42][CH:41]=2)[C:17]2[CH:18]=[C:19]3[C:24](=[CH:25][CH:26]=2)[N:23]=[C:22](Cl)[N:21]=[C:20]3[NH:28][CH2:29][C:30]2[CH:35]=[CH:34][CH:33]=[C:32]([C:36]([F:39])([F:38])[F:37])[CH:31]=2)=[CH:12][CH:11]=1. (10) Given the product [CH3:12][N:9]1[C:10]2[C:5](=[CH:4][C:3]([C:13]([F:16])([F:15])[F:14])=[C:2]([C:21]3[CH:20]=[N:19][N:18]([CH3:17])[CH:22]=3)[CH:11]=2)[NH:6][CH2:7][CH2:8]1, predict the reactants needed to synthesize it. The reactants are: Br[C:2]1[CH:11]=[C:10]2[C:5]([NH:6][CH2:7][CH2:8][N:9]2[CH3:12])=[CH:4][C:3]=1[C:13]([F:16])([F:15])[F:14].[CH3:17][N:18]1[CH:22]=[C:21](B2OC(C)(C)C(C)(C)O2)[CH:20]=[N:19]1.C(=O)([O-])[O-].[Na+].[Na+].C1(P(C2CCCCC2)C2C=CC=CC=2C2C(C(C)C)=CC(C(C)C)=CC=2C(C)C)CCCCC1.